Dataset: Forward reaction prediction with 1.9M reactions from USPTO patents (1976-2016). Task: Predict the product of the given reaction. (1) Given the reactants Br[C:2]1[C:3]2[N:4]([CH:9]=[C:10]([CH2:12][C:13]([O:15][CH2:16][CH3:17])=[O:14])[N:11]=2)[N:5]=[C:6]([Cl:8])[CH:7]=1.C(#N)C.CCN(C(C)C)C(C)C.[NH:30]1[CH2:35][CH2:34][O:33][CH2:32][CH2:31]1, predict the reaction product. The product is: [Cl:8][C:6]1[CH:7]=[C:2]([N:30]2[CH2:35][CH2:34][O:33][CH2:32][CH2:31]2)[C:3]2[N:4]([CH:9]=[C:10]([CH2:12][C:13]([O:15][CH2:16][CH3:17])=[O:14])[N:11]=2)[N:5]=1. (2) Given the reactants [Cl:1][C:2]1[CH:3]=[C:4]2[C:9](=[CH:10][C:11]=1[O:12][C:13]1[CH:18]=[CH:17][C:16]([C:19](=[O:31])[NH:20][CH2:21][CH2:22][C:23]3[CH:28]=[CH:27][C:26]([Cl:29])=[CH:25][C:24]=3[Cl:30])=[CH:15][CH:14]=1)[O:8][CH2:7][CH2:6][CH:5]2[C:32]([O:34]CC)=[O:33].CCO.[OH-].[Na+].Cl, predict the reaction product. The product is: [Cl:1][C:2]1[CH:3]=[C:4]2[C:9](=[CH:10][C:11]=1[O:12][C:13]1[CH:18]=[CH:17][C:16]([C:19](=[O:31])[NH:20][CH2:21][CH2:22][C:23]3[CH:28]=[CH:27][C:26]([Cl:29])=[CH:25][C:24]=3[Cl:30])=[CH:15][CH:14]=1)[O:8][CH2:7][CH2:6][CH:5]2[C:32]([OH:34])=[O:33]. (3) The product is: [Br:2][C:3]1[CH:14]=[CH:13][CH:12]=[CH:11][C:4]=1[O:5][C@H:6]1[CH2:7][CH2:8][N:9]([C:16]2[S:20][C:19]([C:21]#[N:22])=[N:18][N:17]=2)[CH2:10]1. Given the reactants Cl.[Br:2][C:3]1[CH:14]=[CH:13][CH:12]=[CH:11][C:4]=1[O:5][CH:6]1[CH2:10][NH:9][CH2:8][CH2:7]1.Br[C:16]1[S:20][C:19]([C:21]#[N:22])=[N:18][N:17]=1.C([O-])([O-])=O.[K+].[K+], predict the reaction product. (4) Given the reactants C[O:2][C:3](=[O:13])[C:4]1[CH:9]=[C:8]([CH3:10])[N:7]=[C:6]([CH2:11][OH:12])[CH:5]=1, predict the reaction product. The product is: [OH:12][CH2:11][C:6]1[CH:5]=[C:4]([CH:9]=[C:8]([CH3:10])[N:7]=1)[C:3]([OH:13])=[O:2]. (5) Given the reactants N1C=CN=C1.[OH:6][C:7]1[CH:14]=[CH:13][C:10]([CH:11]=[O:12])=[CH:9][CH:8]=1.[Si:15](Cl)([C:28]([CH3:31])([CH3:30])[CH3:29])([C:22]1[CH:27]=[CH:26][CH:25]=[CH:24][CH:23]=1)[C:16]1[CH:21]=[CH:20][CH:19]=[CH:18][CH:17]=1.O, predict the reaction product. The product is: [Si:15]([O:6][C:7]1[CH:14]=[CH:13][C:10]([CH:11]=[O:12])=[CH:9][CH:8]=1)([C:28]([CH3:31])([CH3:30])[CH3:29])([C:22]1[CH:23]=[CH:24][CH:25]=[CH:26][CH:27]=1)[C:16]1[CH:21]=[CH:20][CH:19]=[CH:18][CH:17]=1. (6) Given the reactants [Cl:1][C:2]1[CH:11]=[CH:10][C:9]2[N:8]=[C:7]([N:12]3[CH2:17][CH2:16][CH:15]([C:18]([O:20][CH2:21][CH3:22])=[O:19])[CH2:14][CH2:13]3)[CH:6]=[CH:5][C:4]=2[C:3]=1[C:23](O)=[O:24].[C:26]1([CH:32]([C:35]2[CH:40]=[CH:39][CH:38]=[CH:37][CH:36]=2)[CH2:33][NH2:34])[CH:31]=[CH:30][CH:29]=[CH:28][CH:27]=1, predict the reaction product. The product is: [CH2:21]([O:20][C:18]([CH:15]1[CH2:16][CH2:17][N:12]([C:7]2[CH:6]=[CH:5][C:4]3[C:9](=[CH:10][CH:11]=[C:2]([Cl:1])[C:3]=3[C:23]([NH:34][CH2:33][CH:32]([C:26]3[CH:31]=[CH:30][CH:29]=[CH:28][CH:27]=3)[C:35]3[CH:40]=[CH:39][CH:38]=[CH:37][CH:36]=3)=[O:24])[N:8]=2)[CH2:13][CH2:14]1)=[O:19])[CH3:22]. (7) Given the reactants [NH2:1][C:2]12[CH2:9][CH2:8][C:5]([CH2:10][CH2:11][C:12]([O:14]C)=[O:13])([CH2:6][CH2:7]1)[CH2:4][CH2:3]2.[F:16][C:17]([F:42])([F:41])[C:18]1[C:27]([O:28][C@H:29]2[CH2:34][CH2:33][C@@H:32]([C:35]([F:38])([F:37])[F:36])[CH2:31][CH2:30]2)=[CH:26][CH:25]=[C:24]2[C:19]=1[CH:20]=[CH:21][C:22]([CH:39]=O)=[CH:23]2, predict the reaction product. The product is: [F:16][C:17]([F:41])([F:42])[C:18]1[C:27]([O:28][CH:29]2[CH2:34][CH2:33][CH:32]([C:35]([F:36])([F:37])[F:38])[CH2:31][CH2:30]2)=[CH:26][CH:25]=[C:24]2[C:19]=1[CH:20]=[CH:21][C:22]([CH2:39][NH:1][C:2]13[CH2:3][CH2:4][C:5]([CH2:10][CH2:11][C:12]([OH:14])=[O:13])([CH2:6][CH2:7]1)[CH2:8][CH2:9]3)=[CH:23]2. (8) Given the reactants [C:1]1([S:11]([NH2:14])(=[O:13])=[O:12])[C:2]([S:7]([NH2:10])(=[O:9])=[O:8])=[CH:3][CH:4]=[CH:5][CH:6]=1.[O:15]1[C:19]2[CH:20]=[CH:21][CH:22]=[CH:23][C:18]=2[N:17]=[C:16]1[C:24]1[CH:32]=[CH:31][C:27]([C:28](O)=[O:29])=[CH:26][CH:25]=1.C(Cl)CCl, predict the reaction product. The product is: [O:15]1[C:19]2[CH:20]=[CH:21][CH:22]=[CH:23][C:18]=2[N:17]=[C:16]1[C:24]1[CH:32]=[CH:31][C:27]([C:28]([NH:10][S:7]([C:2]2[CH:3]=[CH:4][CH:5]=[CH:6][C:1]=2[S:11](=[O:13])(=[O:12])[NH2:14])(=[O:9])=[O:8])=[O:29])=[CH:26][CH:25]=1.